From a dataset of Forward reaction prediction with 1.9M reactions from USPTO patents (1976-2016). Predict the product of the given reaction. (1) Given the reactants C(N(CC)CC)C.Cl.[NH2:9][OH:10].[CH3:11][C:12]1[C:40]([C:41]([F:44])([F:43])[F:42])=[CH:39][CH:38]=[CH:37][C:13]=1[CH2:14][N:15]1[C:20](=[O:21])[C:19]([C:22]#[N:23])=[CH:18][N:17]([C:24]2[CH:29]=[CH:28][C:27]([N:30]3[CH2:34][CH2:33][O:32][C:31]3=[O:35])=[CH:26][CH:25]=2)[C:16]1=[O:36].Cl, predict the reaction product. The product is: [OH:10][N:9]=[C:22]([C:19]1[C:20](=[O:21])[N:15]([CH2:14][C:13]2[CH:37]=[CH:38][CH:39]=[C:40]([C:41]([F:44])([F:43])[F:42])[C:12]=2[CH3:11])[C:16](=[O:36])[N:17]([C:24]2[CH:25]=[CH:26][C:27]([N:30]3[CH2:34][CH2:33][O:32][C:31]3=[O:35])=[CH:28][CH:29]=2)[CH:18]=1)[NH2:23]. (2) Given the reactants [NH2:1][C:2]1[CH:9]=[CH:8][C:5]([CH:6]=[O:7])=[C:4]([Cl:10])[CH:3]=1.[C:11](Cl)(=[O:13])[CH3:12], predict the reaction product. The product is: [Cl:10][C:4]1[CH:3]=[C:2]([NH:1][C:11](=[O:13])[CH3:12])[CH:9]=[CH:8][C:5]=1[CH:6]=[O:7]. (3) Given the reactants [F:1][C:2]([F:24])([F:23])[C:3]1[CH:4]=[C:5]([C:13]2[N:17]=[CH:16][N:15](/[CH:18]=[CH:19]\[C:20](O)=[O:21])[N:14]=2)[CH:6]=[C:7]([C:9]([F:12])([F:11])[F:10])[CH:8]=1.[CH:25]12[CH:30]([NH:31][C:32](=[O:48])[O:33][CH2:34][CH:35]3[C:47]4[CH:46]=[CH:45][CH:44]=[CH:43][C:42]=4[C:41]4[C:36]3=[CH:37][CH:38]=[CH:39][CH:40]=4)[CH:29]1[CH2:28][NH:27][CH2:26]2.C(P1(=O)OP(CCC)(=O)OP(CCC)(=O)O1)CC.CCN(C(C)C)C(C)C, predict the reaction product. The product is: [F:24][C:2]([F:1])([F:23])[C:3]1[CH:4]=[C:5]([C:13]2[N:17]=[CH:16][N:15](/[CH:18]=[CH:19]\[C:20]([N:27]3[CH2:26][CH:25]4[CH:29]([CH:30]4[NH:31][C:32](=[O:48])[O:33][CH2:34][CH:35]4[C:36]5[CH:37]=[CH:38][CH:39]=[CH:40][C:41]=5[C:42]5[C:47]4=[CH:46][CH:45]=[CH:44][CH:43]=5)[CH2:28]3)=[O:21])[N:14]=2)[CH:6]=[C:7]([C:9]([F:10])([F:11])[F:12])[CH:8]=1. (4) The product is: [Si:25]([O:32][CH2:33][CH2:34][CH2:35][CH2:36][CH:37]([OH:38])[CH:16]([S:13]([C:10]1[CH:11]=[CH:12][C:7]([Cl:6])=[CH:8][CH:9]=1)(=[O:15])=[O:14])[C:17]1[CH:22]=[C:21]([F:23])[CH:20]=[CH:19][C:18]=1[F:24])([C:28]([CH3:30])([CH3:31])[CH3:29])([CH3:27])[CH3:26]. Given the reactants C([Li])CCC.[Cl:6][C:7]1[CH:12]=[CH:11][C:10]([S:13]([CH2:16][C:17]2[CH:22]=[C:21]([F:23])[CH:20]=[CH:19][C:18]=2[F:24])(=[O:15])=[O:14])=[CH:9][CH:8]=1.[Si:25]([O:32][CH2:33][CH2:34][CH2:35][CH2:36][CH:37]=[O:38])([C:28]([CH3:31])([CH3:30])[CH3:29])([CH3:27])[CH3:26], predict the reaction product.